Dataset: Forward reaction prediction with 1.9M reactions from USPTO patents (1976-2016). Task: Predict the product of the given reaction. (1) The product is: [C:62]([O:66][C@H:67]([CH3:77])[C@H:68]([NH:72][C:73](=[O:74])[O:75][CH3:76])[C:69]([N:13]1[C@@H:17]([CH3:18])[CH2:16][CH2:15][C@H:14]1[C:19]1[NH:23][C:22]2[C:24]3[C:29]([CH:30]=[CH:31][C:21]=2[N:20]=1)=[CH:28][C:27]1[C:32]2[C:37]([CH2:38][O:39][C:26]=1[CH:25]=3)=[CH:36][C:35]([C:40]1[NH:44][C:43]([C@@H:45]3[CH2:49][CH2:48][C@H:47]([CH3:50])[N:46]3[C:51](=[O:61])[C@@H:52]([NH:56][C:57]([O:58][CH3:59])=[O:60])[CH:53]([CH3:54])[CH3:55])=[N:42][CH:41]=1)=[CH:34][CH:33]=2)=[O:71])([CH3:63])([CH3:64])[CH3:65]. Given the reactants COC(N[C@H](C([N:13]1[C@@H:17]([CH3:18])[CH2:16][CH2:15][C@H:14]1[C:19]1[NH:23][C:22]2[C:24]3[C:29]([CH:30]=[CH:31][C:21]=2[N:20]=1)=[CH:28][C:27]1[C:32]2[C:37]([CH2:38][O:39][C:26]=1[CH:25]=3)=[CH:36][C:35]([C:40]1[NH:44][C:43]([C@@H:45]3[CH2:49][CH2:48][C@H:47]([CH3:50])[N:46]3[C:51](=[O:61])[C@@H:52]([NH:56][C:57](=[O:60])[O:58][CH3:59])[CH:53]([CH3:55])[CH3:54])=[N:42][CH:41]=1)=[CH:34][CH:33]=2)=O)[C@@H](C)OC)=O.[C:62]([O:66][C@H:67]([CH3:77])[C@H:68]([NH:72][C:73]([O:75][CH3:76])=[O:74])[C:69]([OH:71])=O)([CH3:65])([CH3:64])[CH3:63], predict the reaction product. (2) The product is: [CH3:32][C:33]1[C:38]([O:39][C:40]2[C:41]([NH:53][C:23]3[S:22][N:16]=[C:2]([CH:3]4[CH2:4][CH2:5][N:6]([C:9]([O:11][C:12]([CH3:13])([CH3:14])[CH3:15])=[O:10])[CH2:7][CH2:8]4)[N:24]=3)=[N:42][CH:43]=[C:44]([S:46][C:47]3[CH:52]=[CH:51][CH:50]=[CH:49][N:48]=3)[CH:45]=2)=[CH:37][CH:36]=[CH:35][N:34]=1. Given the reactants Cl[C:2](=[N:16]OS(C)(=O)=O)[CH:3]1[CH2:8][CH2:7][N:6]([C:9]([O:11][C:12]([CH3:15])([CH3:14])[CH3:13])=[O:10])[CH2:5][CH2:4]1.[S-:22][C:23]#[N:24].[Na+].N1C=CC=CC=1.[CH3:32][C:33]1[C:38]([O:39][C:40]2[C:41]([NH2:53])=[N:42][CH:43]=[C:44]([S:46][C:47]3[CH:52]=[CH:51][CH:50]=[CH:49][N:48]=3)[CH:45]=2)=[CH:37][CH:36]=[CH:35][N:34]=1, predict the reaction product. (3) The product is: [CH2:20]([O:26][C:17]1[CH:18]=[C:19]([CH:20]([OH:26])[CH2:21][NH:39][C:36]([CH3:37])([CH3:38])[CH2:35][C:30]2[CH:31]=[C:32]([CH3:34])[CH:33]=[C:28]([CH3:27])[CH:29]=2)[C:11]2[O:10][CH2:9][C:14](=[O:15])[NH:13][C:12]=2[CH:16]=1)[C:19]1[CH:11]=[CH:12][CH:16]=[CH:17][CH:18]=1. Given the reactants C(O[CH:9]1[C:14](=[O:15])[NH:13][C:12]2[CH:16]=[CH:17][CH:18]=[C:19]([C:20](=[O:26])[CH:21](OCC)O)[C:11]=2[O:10]1)C1C=CC=CC=1.[CH3:27][C:28]1[CH:29]=[C:30]([CH2:35][C:36]([NH2:39])([CH3:38])[CH3:37])[CH:31]=[C:32]([CH3:34])[CH:33]=1.Cl, predict the reaction product. (4) The product is: [CH3:1][C:2]1[N:3]=[C:4]([CH2:11][CH2:12][OH:13])[CH:5]=[CH:6][C:7]=1[N+:8]([O-:10])=[O:9]. Given the reactants [CH3:1][C:2]1[C:7]([N+:8]([O-:10])=[O:9])=[CH:6][CH:5]=[C:4]([CH3:11])[N:3]=1.[CH2:12]=[O:13].O, predict the reaction product.